This data is from Forward reaction prediction with 1.9M reactions from USPTO patents (1976-2016). The task is: Predict the product of the given reaction. (1) Given the reactants C(OC(=O)[NH:7][CH2:8][C:9]1[CH:14]=[CH:13][N:12]=[C:11]([F:15])[CH:10]=1)(C)(C)C.[ClH:17], predict the reaction product. The product is: [ClH:17].[ClH:17].[F:15][C:11]1[CH:10]=[C:9]([CH2:8][NH2:7])[CH:14]=[CH:13][N:12]=1. (2) Given the reactants [N:1]([O-:3])=O.[Na+].[F:5][C:6]1[CH:11]=[CH:10][C:9]([NH:12][CH2:13][C:14]([OH:16])=[O:15])=[CH:8][CH:7]=1, predict the reaction product. The product is: [F:5][C:6]1[CH:7]=[CH:8][C:9]([N:12]([N:1]=[O:3])[CH2:13][C:14]([OH:16])=[O:15])=[CH:10][CH:11]=1. (3) Given the reactants C[O:2][C:3]([C:5]1[C:9]2[CH:10]=[N:11][C:12]([NH2:26])=[C:13]([O:14][C@@H:15]([C:17]3[C:22]([Cl:23])=[CH:21][CH:20]=[C:19]([F:24])[C:18]=3[Cl:25])[CH3:16])[C:8]=2[O:7][CH:6]=1)=[O:4], predict the reaction product. The product is: [NH2:26][C:12]1[N:11]=[CH:10][C:9]2[C:5]([C:3]([OH:4])=[O:2])=[CH:6][O:7][C:8]=2[C:13]=1[O:14][C@@H:15]([C:17]1[C:22]([Cl:23])=[CH:21][CH:20]=[C:19]([F:24])[C:18]=1[Cl:25])[CH3:16]. (4) Given the reactants [C:1]([CH:3]=[C:4]1[CH2:9][CH2:8][N:7]([C:10]2[CH:15]=[CH:14][C:13]([N:16]3[CH2:20][C@H:19]([CH2:21][NH2:22])[O:18][C:17]3=[O:23])=[CH:12][C:11]=2[F:24])[CH2:6][CH2:5]1)#[N:2].[C:25](O)(=[O:28])[CH2:26][OH:27].C1(N=C=NC2CCCCC2)CCCCC1, predict the reaction product. The product is: [C:1]([CH:3]=[C:4]1[CH2:9][CH2:8][N:7]([C:10]2[CH:15]=[CH:14][C:13]([N:16]3[CH2:20][C@H:19]([CH2:21][NH:22][C:26](=[O:27])[CH2:25][OH:28])[O:18][C:17]3=[O:23])=[CH:12][C:11]=2[F:24])[CH2:6][CH2:5]1)#[N:2]. (5) Given the reactants C(NC(C)C)(C)C.C([Li])CCC.CCCCCC.[CH2:19]([P:25](=[O:32])([O:29][CH2:30][CH3:31])[O:26][CH2:27][CH3:28])[CH2:20][CH2:21][CH2:22][CH2:23][CH3:24].[C:33](OCC)(=[O:35])[CH3:34], predict the reaction product. The product is: [O:35]=[C:33]([CH:19]([P:25](=[O:32])([O:26][CH2:27][CH3:28])[O:29][CH2:30][CH3:31])[CH2:20][CH2:21][CH2:22][CH2:23][CH3:24])[CH3:34].